From a dataset of Reaction yield outcomes from USPTO patents with 853,638 reactions. Predict the reaction yield, written as a fraction of the theoretical maximum amount of product (1.0 means a 100% yield; for example, 0.34 means a 34% yield). (1) The reactants are C(=[C:8]1/[CH2:9][CH2:10][CH2:11][C:12]2[CH:13]=[C:14]([Br:18])[CH:15]=[N:16][C:17]/1=2)/C1C=CC=CC=1.C1(P(C2C=CC=CC=2)C2C=CC=CC=2)C=CC=CC=1.C[OH:39]. The catalyst is C(Cl)Cl. The product is [Br:18][C:14]1[CH:15]=[N:16][C:17]2[C:8](=[O:39])[CH2:9][CH2:10][CH2:11][C:12]=2[CH:13]=1. The yield is 0.750. (2) The reactants are Cl[C:2]1[N:7]=[C:6]([Cl:8])[N:5]=[C:4]([NH:9][C:10]2[CH:15]=[CH:14][C:13]([Cl:16])=[CH:12][CH:11]=2)[N:3]=1.[CH2:17]1[O:26][C:25]2[CH:24]=[CH:23][C:21]([NH2:22])=[CH:20][C:19]=2[O:18]1. No catalyst specified. The product is [O:26]1[C:25]2[CH:24]=[CH:23][C:21]([NH:22][C:2]3[N:3]=[C:4]([NH:9][C:10]4[CH:15]=[CH:14][C:13]([Cl:16])=[CH:12][CH:11]=4)[N:5]=[C:6]([Cl:8])[N:7]=3)=[CH:20][C:19]=2[O:18][CH2:17]1. The yield is 0.650. (3) The reactants are CS(C)=O.[CH2:5]([C:20]1[CH:21]=[C:22]([OH:26])[CH:23]=[CH:24][CH:25]=1)[CH2:6][CH2:7][CH2:8][CH2:9][CH2:10][CH2:11][CH2:12][CH2:13][CH2:14][CH2:15][CH2:16][CH2:17][CH2:18][CH3:19].[OH-].[K+].[CH3:29]I. The catalyst is O. The product is [CH2:5]([C:20]1[CH:21]=[C:22]([O:26][CH3:29])[CH:23]=[CH:24][CH:25]=1)[CH2:6][CH2:7][CH2:8][CH2:9][CH2:10][CH2:11][CH2:12][CH2:13][CH2:14][CH2:15][CH2:16][CH2:17][CH2:18][CH3:19]. The yield is 0.970. (4) The product is [Cl:1][C:2]1[CH:3]=[C:4]([C:8]2[C:13]3[N:14]=[CH:15][S:16][C:12]=3[CH:11]=[C:10]([CH2:17][C:18]3[CH:19]=[CH:20][C:21]([NH2:24])=[CH:22][CH:23]=3)[CH:9]=2)[CH:5]=[CH:6][CH:7]=1. The reactants are [Cl:1][C:2]1[CH:3]=[C:4]([C:8]2[C:13]3[N:14]=[CH:15][S:16][C:12]=3[CH:11]=[C:10]([CH2:17][C:18]3[CH:23]=[CH:22][C:21]([N+:24]([O-])=O)=[CH:20][CH:19]=3)[CH:9]=2)[CH:5]=[CH:6][CH:7]=1.Cl. The yield is 0.310. The catalyst is C(OCC)(=O)C.CCOCC.[Pd]. (5) The reactants are I(O)(=O)(=O)=[O:2].[CH2:6]([O:9][C:10]1[CH:15]=[CH:14][C:13]([C:16]2[CH:20]=[C:19]([CH2:21][CH2:22][OH:23])[O:18][N:17]=2)=[C:12]([C:24]([F:27])([F:26])[F:25])[CH:11]=1)[CH2:7][CH3:8]. The catalyst is CC#N.C1C=C[NH+]=CC=1.[O-][Cr](Cl)(=O)=O. The product is [CH2:6]([O:9][C:10]1[CH:15]=[CH:14][C:13]([C:16]2[CH:20]=[C:19]([CH2:21][C:22]([OH:2])=[O:23])[O:18][N:17]=2)=[C:12]([C:24]([F:26])([F:27])[F:25])[CH:11]=1)[CH2:7][CH3:8]. The yield is 0.950. (6) The reactants are [NH2:1][C:2]1[S:3][C:4]2[CH:10]=[C:9]([S:11][C:12]([CH3:20])([CH3:19])[C:13]([NH:15][CH:16]([CH3:18])[CH3:17])=[O:14])[CH:8]=[CH:7][C:5]=2[N:6]=1.CO. The catalyst is C1COCC1. The product is [CH:16]([NH:15][CH2:13][C:12]([CH3:19])([S:11][C:9]1[CH:8]=[CH:7][C:5]2[N:6]=[C:2]([NH2:1])[S:3][C:4]=2[CH:10]=1)[CH3:20])([CH3:18])[CH3:17].[NH2:1][C:2]1[S:3][C:4]2[CH:10]=[C:9]([S:11][C:12]([CH3:19])([CH3:20])[C:13]([NH:15][CH:16]([CH3:17])[CH3:18])=[O:14])[CH:8]=[CH:7][C:5]=2[N:6]=1. The yield is 0.341. (7) The reactants are [C:1]([C:5]1[CH:6]=[C:7]([NH2:11])[N:8]([CH3:10])[N:9]=1)([CH3:4])([CH3:3])[CH3:2].[OH-].[Na+].Cl[C:15]([O:17][CH2:18][C:19]([Cl:22])([Cl:21])[Cl:20])=[O:16]. The catalyst is CCOC(C)=O. The product is [Cl:20][C:19]([Cl:22])([Cl:21])[CH2:18][O:17][C:15](=[O:16])[NH:11][C:7]1[N:8]([CH3:10])[N:9]=[C:5]([C:1]([CH3:4])([CH3:2])[CH3:3])[CH:6]=1. The yield is 0.860. (8) The reactants are [CH:1]1[S:2][CH:3]=[C:4]2[C:9]=1[CH:8]=[C:7]([C:10]([O:12]C)=[O:11])[N:6]=[CH:5]2.[OH-].[Na+]. The catalyst is CO.O. The product is [CH:1]1[S:2][CH:3]=[C:4]2[C:9]=1[CH:8]=[C:7]([C:10]([OH:12])=[O:11])[N:6]=[CH:5]2. The yield is 0.970. (9) The reactants are C([O:5][C:6](=O)[NH:7][CH:8]1[CH2:13][CH2:12][N:11]([S:14]([C:17]2[CH:18]=[N:19][C:20]([O:23][CH2:24][CH2:25][C:26]3[CH:31]=[CH:30][CH:29]=[CH:28][CH:27]=3)=[CH:21][CH:22]=2)(=[O:16])=[O:15])[CH2:10][CH2:9]1)(C)(C)C.Cl.[CH:34](N(C(C)C)CC)(C)[CH3:35].C(Cl)(=O)C=C. The catalyst is O1CCOCC1.C(Cl)Cl. The product is [CH2:24]([O:23][C:20]1[N:19]=[CH:18][C:17]([S:14]([N:11]2[CH2:12][CH2:13][CH:8]([NH:7][C:6](=[O:5])[CH:34]=[CH2:35])[CH2:9][CH2:10]2)(=[O:15])=[O:16])=[CH:22][CH:21]=1)[CH2:25][C:26]1[CH:27]=[CH:28][CH:29]=[CH:30][CH:31]=1. The yield is 0.190.